From a dataset of Peptide-MHC class II binding affinity with 134,281 pairs from IEDB. Regression. Given a peptide amino acid sequence and an MHC pseudo amino acid sequence, predict their binding affinity value. This is MHC class II binding data. The peptide sequence is LTQPLQQVTSLFSQV. The MHC is HLA-DPA10201-DPB10501 with pseudo-sequence HLA-DPA10201-DPB10501. The binding affinity (normalized) is 0.304.